Binary Classification. Given a miRNA mature sequence and a target amino acid sequence, predict their likelihood of interaction. From a dataset of Experimentally validated miRNA-target interactions with 360,000+ pairs, plus equal number of negative samples. (1) The miRNA is mmu-miR-466k with sequence UGUGUGUGUACAUGUACAUGUGA. The protein sequence of the target gene is MAAQGWSMLLLAVLNLGIFVRPCDTQELRCLCIQEHSEFIPLKLIKNIMVIFETIYCNRKEVIAVPKNGSMICLDPDAPWVKATVGPITNRFLPEDLKQKEFPPAMKLLYSVEHEKPLYLSFGRPENKRIFPFPIRETSRHFADLAHNSDRNFLRDSSEVSLTGSDA. Result: 1 (interaction). (2) The miRNA is hsa-miR-124-3p with sequence UAAGGCACGCGGUGAAUGCCAA. Result: 1 (interaction). The protein sequence of the target gene is MAQALLVPPGPESFRLFTRESLAAIEKRAAEEKAKKPKKEQDNDDENKPKPNSDLEAGKNLPFIYGDIPPEMVSEPLEDLDPYYINKKTFIVMNKGKAIFRFSATSALYILTPLNPVRKIAIKILVHSLFSMLIMCTILTNCVFMTLSNPPDWTKNVEYTFTGIYTFESLIKILARGFCLEDFTFLRDPWNWLDFSVIVMAYVTEFVSLGNVSALRTFRVLRALKTISVIPGLKTIVGALIQSVKKLSDVMILTVFCLSVFALIGLQLFMGNLRNKCLQWPPSDSAFETNTTSYFNGTMD.... (3) The miRNA is hsa-miR-548ay-5p with sequence AAAAGUAAUUGUGGUUUUUGC. The protein sequence of the target gene is MFISGRRTADKWRAEERLQCPAGSARAALARCADGGAVGPFKCVFVGEMAAQVGAVRVVRAVAAQEEPDKEGKEKPHAGVSPRGVKRQRRSSSGGSQEKRGRPSQEPPLAPPHRRRRSRQHPGPLPPTNAAPTVPGPVEPLLLPPPPPPSLAPAGPAVAAPLPAPSTSALFTFSPLTVSAAGPKHKGHKERHKHHHHRGPDGDPSSCGTDLKHKDKQENGERTGGVPLIKAPKRETPDENGKTQRADDFVLKKIKKKKKKKHREDMRGRRLKMYNKEVQTVCAGLTRISKEILTQGQINS.... Result: 1 (interaction).